Dataset: Reaction yield outcomes from USPTO patents with 853,638 reactions. Task: Predict the reaction yield, written as a fraction of the theoretical maximum amount of product (1.0 means a 100% yield; for example, 0.34 means a 34% yield). (1) The reactants are [Br:1][C:2]1[CH:7]=[CH:6][C:5]([S:8]([CH3:11])(=[O:10])=[O:9])=[C:4](F)[CH:3]=1.CS(CCO)(=O)=[O:15].[H-].[Na+].Cl. The catalyst is CN(C=O)C. The product is [Br:1][C:2]1[CH:7]=[CH:6][C:5]([S:8]([CH3:11])(=[O:10])=[O:9])=[C:4]([OH:15])[CH:3]=1. The yield is 0.860. (2) The reactants are [F:1][C:2]1[CH:9]=[CH:8][C:5]([CH2:6]Br)=[CH:4][CH:3]=1.[Br:10][C:11]1[CH:16]=[CH:15][CH:14]=[C:13](Br)[N:12]=1.C(=O)(O)[O-].[Na+]. The catalyst is C1COCC1.[Zn]. The product is [Br:10][C:11]1[CH:16]=[CH:15][CH:14]=[C:13]([CH2:6][C:5]2[CH:8]=[CH:9][C:2]([F:1])=[CH:3][CH:4]=2)[N:12]=1. The yield is 0.850. (3) The reactants are N[C:2]1[CH:15]=[CH:14][C:13]2[C:12]3[C:7](=[CH:8][CH:9]=[CH:10][CH:11]=3)[CH:6]=[CH:5][C:4]=2[C:3]=1[Br:16].Cl.N([O-])=O.[Na+].[PH2](=O)O. The catalyst is C1COCC1.O. The product is [Br:16][C:3]1[C:4]2[CH:5]=[CH:6][C:7]3[C:12](=[CH:11][CH:10]=[CH:9][CH:8]=3)[C:13]=2[CH:14]=[CH:15][CH:2]=1. The yield is 0.660. (4) The reactants are [Cl:1][C:2]1[CH:7]=[CH:6][C:5]([CH3:8])=[CH:4][C:3]=1[OH:9].[C:10](=O)([O-])[O-].[K+].[K+].CI. The catalyst is CC(C)=O. The product is [Cl:1][C:2]1[CH:7]=[CH:6][C:5]([CH3:8])=[CH:4][C:3]=1[O:9][CH3:10]. The yield is 1.04. (5) The reactants are C(OC(=O)[NH:7][C:8]1[S:12][C:11]2[CH:13]=[CH:14][CH:15]=[CH:16][C:10]=2[CH:9]=1)(C)(C)C.[ClH:18]. The catalyst is O1CCOCC1. The product is [ClH:18].[S:12]1[C:8]([NH2:7])=[CH:9][C:10]2[CH:16]=[CH:15][CH:14]=[CH:13][C:11]1=2. The yield is 0.830. (6) The reactants are [N:1]1([C:7]2[N:12]=[C:11]([C:13]3[C:14]([C:20]([F:23])([F:22])[F:21])=[CH:15][C:16]([NH2:19])=[N:17][CH:18]=3)[CH:10]=[C:9]([N:24]3[CH2:29][CH2:28][O:27][CH2:26][CH2:25]3)[N:8]=2)[CH2:6][CH2:5][O:4][CH2:3][CH2:2]1.CC(C)=O.[ClH:34]. The catalyst is O. The product is [ClH:34].[OH2:4].[N:1]1([C:7]2[N:12]=[C:11]([C:13]3[C:14]([C:20]([F:23])([F:21])[F:22])=[CH:15][C:16]([NH2:19])=[N:17][CH:18]=3)[CH:10]=[C:9]([N:24]3[CH2:25][CH2:26][O:27][CH2:28][CH2:29]3)[N:8]=2)[CH2:2][CH2:3][O:4][CH2:5][CH2:6]1. The yield is 0.757.